This data is from Forward reaction prediction with 1.9M reactions from USPTO patents (1976-2016). The task is: Predict the product of the given reaction. (1) Given the reactants [CH2:1]([C:8]1[CH:9]=[N:10][C:11]2[C:16]([C:17]=1[C:18]1[CH:19]=[C:20]([NH2:24])[CH:21]=[CH:22][CH:23]=1)=[CH:15][CH:14]=[CH:13][C:12]=2[C:25]([F:28])([F:27])[F:26])[C:2]1[CH:7]=[CH:6][CH:5]=[CH:4][CH:3]=1.[CH3:29][O:30][C:31]1[C:38]([O:39][CH3:40])=[C:37]([O:41][CH3:42])[CH:36]=[CH:35][C:32]=1[CH:33]=O, predict the reaction product. The product is: [CH2:1]([C:8]1[CH:9]=[N:10][C:11]2[C:16]([C:17]=1[C:18]1[CH:19]=[C:20]([NH:24][CH2:33][C:32]3[CH:35]=[CH:36][C:37]([O:41][CH3:42])=[C:38]([O:39][CH3:40])[C:31]=3[O:30][CH3:29])[CH:21]=[CH:22][CH:23]=1)=[CH:15][CH:14]=[CH:13][C:12]=2[C:25]([F:28])([F:26])[F:27])[C:2]1[CH:3]=[CH:4][CH:5]=[CH:6][CH:7]=1. (2) Given the reactants [CH:1]([NH:4]C(C)C)(C)[CH3:2].[Li+].CCC[CH2-].C(#N)C.[Cl:16][C:17]1[CH:24]=[C:23]([Cl:25])[CH:22]=[CH:21][C:18]=1[C:19]#[N:20], predict the reaction product. The product is: [NH2:20][C:19]([C:18]1[CH:21]=[CH:22][C:23]([Cl:25])=[CH:24][C:17]=1[Cl:16])=[CH:2][C:1]#[N:4]. (3) Given the reactants C1(C)C(C(Cl)=O)=CC=CC=1.C([O:13][C:14]([C:16]1([NH:37]C(OC(C)(C)C)=O)[CH2:21][CH:20]([NH:22][C:23](=[O:31])[C:24]2[CH:29]=[CH:28][CH:27]=[CH:26][C:25]=2[CH3:30])[CH:19]2[CH:17]1[CH:18]2[C:32]([O:34]CC)=[O:33])=[O:15])C, predict the reaction product. The product is: [NH2:37][C:16]1([C:14]([OH:15])=[O:13])[CH2:21][CH:20]([NH:22][C:23](=[O:31])[C:24]2[CH:29]=[CH:28][CH:27]=[CH:26][C:25]=2[CH3:30])[CH:19]2[CH:17]1[CH:18]2[C:32]([OH:34])=[O:33]. (4) Given the reactants [Br:1][C:2]1[CH:3]=[C:4]([C:8]2([C:16]3[CH:21]=[CH:20][CH:19]=[C:18]([OH:22])[CH:17]=3)[NH:12][C:11](=[S:13])[N:10]([CH3:14])[C:9]2=[O:15])[CH:5]=[CH:6][CH:7]=1.[CH3:23][O:24][CH2:25][CH2:26][S:27](Cl)(=[O:29])=[O:28], predict the reaction product. The product is: [CH3:23][O:24][CH2:25][CH2:26][S:27]([O:22][C:18]1[CH:19]=[CH:20][CH:21]=[C:16]([C:8]2([C:4]3[CH:5]=[CH:6][CH:7]=[C:2]([Br:1])[CH:3]=3)[C:9](=[O:15])[N:10]([CH3:14])[C:11](=[S:13])[NH:12]2)[CH:17]=1)(=[O:29])=[O:28].